Dataset: Reaction yield outcomes from USPTO patents with 853,638 reactions. Task: Predict the reaction yield, written as a fraction of the theoretical maximum amount of product (1.0 means a 100% yield; for example, 0.34 means a 34% yield). (1) The reactants are [Cl:1][C:2]1[CH:9]=[CH:8][CH:7]=[C:6]([Cl:10])[C:3]=1[CH2:4]Cl.[Mg].[Cl:12][C:13]1[N:18]=[C:17](Cl)[CH:16]=[C:15]([Cl:20])[N:14]=1. The catalyst is BrCCBr. The product is [Cl:12][C:13]1[N:14]=[C:15]([Cl:20])[CH:16]=[C:17]([CH2:4][C:3]2[C:2]([Cl:1])=[CH:9][CH:8]=[CH:7][C:6]=2[Cl:10])[N:18]=1. The yield is 0.210. (2) The reactants are [CH3:1][C:2]([NH:4][C:5]1[CH:10]=[CH:9][C:8]([NH2:11])=[CH:7][CH:6]=1)=[O:3].[C:12]([O:18][CH3:19])(=[O:17])[CH2:13][C:14]([CH3:16])=O. The catalyst is CO. The product is [C:2]([NH:4][C:5]1[CH:10]=[CH:9][C:8]([NH:11][C:14]([CH3:16])=[CH:13][C:12]([O:18][CH3:19])=[O:17])=[CH:7][CH:6]=1)(=[O:3])[CH3:1]. The yield is 0.470.